Dataset: Catalyst prediction with 721,799 reactions and 888 catalyst types from USPTO. Task: Predict which catalyst facilitates the given reaction. (1) Reactant: [F:1][C:2]1[CH:10]=[C:9]2[C:5]([CH2:6][CH2:7][NH:8]2)=[CH:4][C:3]=1[C:11]#[C:12][CH2:13][CH2:14][CH2:15][OH:16].C(N(C(C)C)C(C)C)C.Cl[C:27]([O:29][C:30]1[CH:35]=[CH:34][C:33]([Cl:36])=[CH:32][CH:31]=1)=[O:28].O. Product: [Cl:36][C:33]1[CH:34]=[CH:35][C:30]([O:29][C:27]([N:8]2[C:9]3[C:5](=[CH:4][C:3]([C:11]#[C:12][CH2:13][CH2:14][CH2:15][OH:16])=[C:2]([F:1])[CH:10]=3)[CH2:6][CH2:7]2)=[O:28])=[CH:31][CH:32]=1. The catalyst class is: 2. (2) Reactant: [NH2:1][C:2]1[N:7]=[C:6]([C:8]2[NH:12][C:11](Br)=[C:10]([C:14]([NH2:16])=[O:15])[CH:9]=2)[CH:5]=[CH:4][N:3]=1.[Cl:17][C:18]1[CH:23]=[CH:22][C:21]([C:24]#[N:25])=[CH:20][C:19]=1B(O)O.C([O-])([O-])=O.[Na+].[Na+]. Product: [NH2:1][C:2]1[N:7]=[C:6]([C:8]2[NH:12][C:11]([C:19]3[CH:20]=[C:21]([C:24]#[N:25])[CH:22]=[CH:23][C:18]=3[Cl:17])=[C:10]([C:14]([NH2:16])=[O:15])[CH:9]=2)[CH:5]=[CH:4][N:3]=1. The catalyst class is: 622. (3) Reactant: C=O.[C:3]([BH3-])#N.[Na+].[CH2:7]([C:14]1([N:24]([CH3:26])[CH3:25])[CH2:23][CH2:22][C:17]2([CH2:21][CH2:20][NH:19][CH2:18]2)[CH2:16][CH2:15]1)[C:8]1[CH:13]=[CH:12][CH:11]=[CH:10][CH:9]=1.C(=O)(O)[O-].[Na+]. Product: [CH2:7]([C:14]1([N:24]([CH3:25])[CH3:26])[CH2:23][CH2:22][C:17]2([CH2:21][CH2:20][N:19]([CH3:3])[CH2:18]2)[CH2:16][CH2:15]1)[C:8]1[CH:9]=[CH:10][CH:11]=[CH:12][CH:13]=1. The catalyst class is: 130. (4) Reactant: Cl[CH2:2][C:3]([NH:5][C:6]1[CH:11]=[CH:10][C:9]([N+:12]([O-])=O)=[CH:8][N:7]=1)=[O:4].[NH:15]1[CH2:20][CH2:19]O[CH2:17][CH2:16]1.[C:21](=O)(O)[O-].[Na+].C([O-])=O.[NH4+]. Product: [NH2:12][C:9]1[CH:10]=[CH:11][C:6]([NH:5][C:3](=[O:4])[CH2:2][N:15]2[CH2:20][CH2:19][CH2:21][CH2:17][CH2:16]2)=[N:7][CH:8]=1. The catalyst class is: 76. (5) Reactant: [OH:1][C@@H:2]([C@H:4]1[C:34](=[O:35])[N:6]2[C:7]([C:21]([O:23][CH2:24][C:25]3[CH:30]=[CH:29][C:28]([N+:31]([O-:33])=[O:32])=[CH:27][CH:26]=3)=[O:22])=[C:8]([C:11]3[S:15][C:14]4=[C:16]([S:19][CH3:20])[N:17]=[CH:18][N:13]4[CH:12]=3)[C@H:9]([CH3:10])[C@H:5]12)[CH3:3].Cl[CH2:37][C:38]([N:40]1[CH2:45][CH2:44][N:43]([C:46]([O:48][CH2:49][C:50]2[CH:55]=[CH:54][C:53]([N+:56]([O-:58])=[O:57])=[CH:52][CH:51]=2)=[O:47])[CH2:42][CH2:41]1)=[O:39].[I-:59].[Na+]. Product: [I-:59].[OH:1][C@@H:2]([C@H:4]1[C:34](=[O:35])[N:6]2[C:7]([C:21]([O:23][CH2:24][C:25]3[CH:26]=[CH:27][C:28]([N+:31]([O-:33])=[O:32])=[CH:29][CH:30]=3)=[O:22])=[C:8]([C:11]3[S:15][C:14]4=[C:16]([S:19][CH3:20])[N:17]([CH2:37][C:38]([N:40]5[CH2:45][CH2:44][N:43]([C:46]([O:48][CH2:49][C:50]6[CH:55]=[CH:54][C:53]([N+:56]([O-:58])=[O:57])=[CH:52][CH:51]=6)=[O:47])[CH2:42][CH2:41]5)=[O:39])[CH:18]=[N+:13]4[CH:12]=3)[C@H:9]([CH3:10])[C@H:5]12)[CH3:3]. The catalyst class is: 21. (6) Reactant: [C:1](O)(=[O:3])C.C(O)(=O)C.I(C1C=CC=CC=1)=O.B(F)(F)F.[CH2:21]([O:23][C:24](=[O:33])[CH2:25][C:26]([CH:28]1[CH2:32][CH2:31][CH2:30][CH2:29]1)=[O:27])C. Product: [CH3:21][O:23][C:24](=[O:33])[CH:25]([O:3][CH3:1])[C:26]([CH:28]1[CH2:32][CH2:31][CH2:30][CH2:29]1)=[O:27]. The catalyst class is: 5. (7) Reactant: [F:1][C:2]1[C:8]([F:9])=[C:7]([F:10])[CH:6]=[CH:5][C:3]=1[NH2:4].[C:11]([O:16][CH3:17])(=[O:15])[C:12]([CH3:14])=O.Cl. Product: [F:1][C:2]1[C:8]([F:9])=[C:7]([F:10])[CH:6]=[CH:5][C:3]=1[NH:4][CH:12]([CH3:14])[C:11]([O:16][CH3:17])=[O:15]. The catalyst class is: 19. (8) Reactant: [O:1]1[CH2:6][C:5](=O)[CH2:4][C:3](=[O:8])[CH2:2]1.[Br:9][C:10]1[CH:11]=[C:12]([CH:15]=[CH:16][C:17]=1[F:18])[CH:13]=O.[NH2:19]/[C:20](/[CH3:26])=[CH:21]\[C:22]([O:24][CH3:25])=[O:23]. Product: [Br:9][C:10]1[CH:11]=[C:12]([CH:13]2[C:21]([C:22]([O:24][CH3:25])=[O:23])=[C:20]([CH3:26])[NH:19][C:5]3[CH2:6][O:1][CH2:2][C:3](=[O:8])[C:4]2=3)[CH:15]=[CH:16][C:17]=1[F:18]. The catalyst class is: 8.